Dataset: Catalyst prediction with 721,799 reactions and 888 catalyst types from USPTO. Task: Predict which catalyst facilitates the given reaction. (1) Reactant: [N+:1]([C:4]1[CH:16]=[CH:15][C:7]([CH2:8][C:9]2[O:13][C:12](=[O:14])[NH:11][N:10]=2)=[CH:6][CH:5]=1)([O-:3])=[O:2].I[CH2:18][CH3:19].CN(C)C=O.[H-].[Na+]. Product: [CH2:18]([N:11]1[N:10]=[C:9]([CH2:8][C:7]2[CH:15]=[CH:16][C:4]([N+:1]([O-:3])=[O:2])=[CH:5][CH:6]=2)[O:13][C:12]1=[O:14])[CH3:19]. The catalyst class is: 6. (2) Reactant: [CH3:1][N:2]1[CH:6]=[C:5]([C:7](Cl)=[O:8])[C:4]([C:10]([F:13])([F:12])[F:11])=[N:3]1.[Cl:14][C:15]1[CH:20]=[C:19]([Cl:21])[CH:18]=[CH:17][C:16]=1[C:22]1[CH:28]=[CH:27][CH:26]=[CH:25][C:23]=1[NH2:24].C(N(CC)CC)C.C(OC)(C)(C)C. Product: [CH3:1][N:2]1[CH:6]=[C:5]([C:7]([NH:24][C:23]2[CH:25]=[CH:26][CH:27]=[CH:28][C:22]=2[C:16]2[CH:17]=[CH:18][C:19]([Cl:21])=[CH:20][C:15]=2[Cl:14])=[O:8])[C:4]([C:10]([F:13])([F:12])[F:11])=[N:3]1. The catalyst class is: 11.